This data is from Reaction yield outcomes from USPTO patents with 853,638 reactions. The task is: Predict the reaction yield, written as a fraction of the theoretical maximum amount of product (1.0 means a 100% yield; for example, 0.34 means a 34% yield). (1) The reactants are F[C:2]1[C:3]([C:19]2[CH:24]=[CH:23][CH:22]=[CH:21][CH:20]=2)=[C:4]([CH3:18])[C:5]([C:16]#[N:17])=[C:6]2[C:10]=1[O:9][C:8]([N:11]1[CH2:15][CH2:14][CH2:13][CH2:12]1)=[N:7]2.C(N(CC)CC)C.[CH3:32][N:33]([CH3:39])[C@H:34]1[CH2:38][CH2:37][NH:36][CH2:35]1. The catalyst is CS(C)=O.ClCCl. The product is [CH3:32][N:33]([CH3:39])[C@H:34]1[CH2:38][CH2:37][N:36]([C:2]2[C:3]([C:19]3[CH:24]=[CH:23][CH:22]=[CH:21][CH:20]=3)=[C:4]([CH3:18])[C:5]([C:16]#[N:17])=[C:6]3[C:10]=2[O:9][C:8]([N:11]2[CH2:15][CH2:14][CH2:13][CH2:12]2)=[N:7]3)[CH2:35]1. The yield is 0.290. (2) The reactants are [OH:1][C:2]1([CH3:26])[CH2:7][CH2:6][N:5]([C@H:8]([C:20]2[CH:25]=[CH:24][CH:23]=[CH:22][CH:21]=2)[C:9]([O:11][C@H](C2C=CC=CC=2)C)=[O:10])[CH2:4][CH2:3]1.FC(F)(F)C(O)=O. The catalyst is ClCCl. The product is [OH:1][C:2]1([CH3:26])[CH2:3][CH2:4][N:5]([C@H:8]([C:20]2[CH:25]=[CH:24][CH:23]=[CH:22][CH:21]=2)[C:9]([OH:11])=[O:10])[CH2:6][CH2:7]1. The yield is 0.980. (3) The reactants are [F:1][B-](F)(F)F.N#[O+].[CH2:8]([O:10][C:11]([C@@H:13]1[C@H:15]([C:16]2[CH:21]=[CH:20][CH:19]=[CH:18][CH:17]=2)[C@H:14]1[C:22]1[CH:27]=[CH:26][CH:25]=[CH:24][C:23]=1N)=[O:12])[CH3:9].CCN(C(C)C)C(C)C. The catalyst is CCOCC. The product is [CH2:8]([O:10][C:11]([C@@H:13]1[C@H:15]([C:16]2[CH:21]=[CH:20][CH:19]=[CH:18][CH:17]=2)[C@H:14]1[C:22]1[CH:27]=[CH:26][CH:25]=[CH:24][C:23]=1[F:1])=[O:12])[CH3:9]. The yield is 0.450. (4) The product is [N:13]1[CH:14]=[CH:15][CH:16]=[C:11]([CH2:10][C@H:3]2[C@H:2]([NH:1][C:33]([C:25]3[O:24][C:28]4[CH:29]=[CH:30][CH:31]=[CH:32][C:27]=4[CH:26]=3)=[O:34])[CH:7]3[CH2:6][CH2:5][N:4]2[CH2:9][CH2:8]3)[CH:12]=1. The yield is 0.770. The reactants are [NH2:1][C@@H:2]1[CH:7]2[CH2:8][CH2:9][N:4]([CH2:5][CH2:6]2)[C@H:3]1[CH2:10][C:11]1[CH:12]=[N:13][CH:14]=[CH:15][CH:16]=1.C(N(CC)CC)C.[O:24]1[C:28]2[CH:29]=[CH:30][CH:31]=[CH:32][C:27]=2[CH:26]=[C:25]1[C:33](O)=[O:34].C(=O)([O-])[O-].[K+].[K+]. The catalyst is ClCCl. (5) The reactants are N1C=CC=CC=1.[N+:7]([C:10]1[CH:20]=[CH:19][CH:18]=[CH:17][C:11]=1[CH2:12][NH:13][CH2:14][C:15]#[N:16])([O-:9])=[O:8].Cl[C:22]([O:24][CH2:25][CH3:26])=[O:23]. The catalyst is C(Cl)Cl. The product is [N+:7]([C:10]1[CH:20]=[CH:19][CH:18]=[CH:17][C:11]=1[CH2:12][N:13]([CH2:14][C:15]#[N:16])[C:22](=[O:23])[O:24][CH2:25][CH3:26])([O-:9])=[O:8]. The yield is 0.580. (6) The reactants are [Cl:1][C:2]1[N:10]=[C:9]2[C:5]([N:6]=[CH:7][N:8]2[C@H:11]2[C@H:18]3[C@H:14]([O:15]C(C)(C)[O:17]3)[CH2:13][S:12]2)=[C:4]([Cl:21])[N:3]=1.Cl.[OH-].[Na+]. The catalyst is O1CCCC1. The product is [Cl:1][C:2]1[N:10]=[C:9]2[C:5]([N:6]=[CH:7][N:8]2[C@H:11]2[C@@H:18]([OH:17])[C@H:14]([OH:15])[CH2:13][S:12]2)=[C:4]([Cl:21])[N:3]=1. The yield is 0.960.